Dataset: Forward reaction prediction with 1.9M reactions from USPTO patents (1976-2016). Task: Predict the product of the given reaction. (1) Given the reactants [OH:1][CH:2]([C:30]1[O:31][C:32]([CH2:35][O:36][CH3:37])=[N:33][N:34]=1)[CH:3]([NH:6][C:7](=[O:29])[CH:8]([CH2:18][S:19]([CH2:22][C:23]1[CH:28]=[CH:27][CH:26]=[CH:25][CH:24]=1)(=[O:21])=[O:20])[CH2:9][C:10](=[O:17])[N:11]1[CH2:16][CH2:15][CH2:14][CH2:13][CH2:12]1)[CH2:4][CH3:5].CC(OI1(OC(C)=O)(OC(C)=O)OC(=O)C2C=CC=CC1=2)=O.[O-]S([O-])(=S)=O.[Na+].[Na+].C([O-])(O)=O.[Na+], predict the reaction product. The product is: [CH3:37][O:36][CH2:35][C:32]1[O:31][C:30]([C:2]([CH:3]([NH:6][C:7](=[O:29])[CH:8]([CH2:18][S:19]([CH2:22][C:23]2[CH:28]=[CH:27][CH:26]=[CH:25][CH:24]=2)(=[O:21])=[O:20])[CH2:9][C:10](=[O:17])[N:11]2[CH2:12][CH2:13][CH2:14][CH2:15][CH2:16]2)[CH2:4][CH3:5])=[O:1])=[N:34][N:33]=1. (2) Given the reactants [CH3:1][O:2][C:3]1[CH:8]=[CH:7][CH:6]=[CH:5][C:4]=1[S:9]([NH:12][CH2:13][C:14]1[CH:19]=[CH:18][C:17](B(O)O)=[CH:16][CH:15]=1)(=[O:11])=[O:10].Br[C:24]1[CH:25]=[CH:26][C:27]([O:40][CH2:41][C:42]2[CH:47]=[CH:46][CH:45]=[CH:44][CH:43]=2)=[C:28]([CH:39]=1)[C:29]([O:31][CH2:32][C:33]1[CH:38]=[CH:37][CH:36]=[CH:35][CH:34]=1)=[O:30].CCN(CC)CC, predict the reaction product. The product is: [CH3:1][O:2][C:3]1[CH:8]=[CH:7][CH:6]=[CH:5][C:4]=1[S:9]([NH:12][CH2:13][C:14]1[CH:19]=[CH:18][C:17]([C:24]2[CH:25]=[CH:26][C:27]([O:40][CH2:41][C:42]3[CH:47]=[CH:46][CH:45]=[CH:44][CH:43]=3)=[C:28]([CH:39]=2)[C:29]([O:31][CH2:32][C:33]2[CH:38]=[CH:37][CH:36]=[CH:35][CH:34]=2)=[O:30])=[CH:16][CH:15]=1)(=[O:11])=[O:10]. (3) Given the reactants [NH2:1][C:2]1[C:11]2[N:12]=[C:13]([CH2:20][O:21]C)[N:14]([CH2:15][C:16]([OH:19])([CH3:18])[CH3:17])[C:10]=2[C:9]2[CH:8]=[CH:7][C:6]([CH2:23][CH2:24][CH2:25][NH:26][S:27]([CH3:30])(=[O:29])=[O:28])=[CH:5][C:4]=2[N:3]=1, predict the reaction product. The product is: [NH2:1][C:2]1[C:11]2[N:12]=[C:13]([CH2:20][OH:21])[N:14]([CH2:15][C:16]([OH:19])([CH3:18])[CH3:17])[C:10]=2[C:9]2[CH:8]=[CH:7][C:6]([CH2:23][CH2:24][CH2:25][NH:26][S:27]([CH3:30])(=[O:29])=[O:28])=[CH:5][C:4]=2[N:3]=1.